The task is: Predict the reaction yield, written as a fraction of the theoretical maximum amount of product (1.0 means a 100% yield; for example, 0.34 means a 34% yield).. This data is from Reaction yield outcomes from USPTO patents with 853,638 reactions. (1) The reactants are [OH:1][C:2]1[CH:3]=[C:4]([CH:9]=[C:10]([O:13][CH3:14])[C:11]=1[OH:12])[C:5]([O:7][CH3:8])=[O:6].[C:15]([O-])([O-])=O.[K+].[K+]. The catalyst is CC(C)=O. The product is [CH3:14][O:13][C:10]1[C:11]2[O:12][CH2:15][O:1][C:2]=2[CH:3]=[C:4]([C:5]([O:7][CH3:8])=[O:6])[CH:9]=1. The yield is 0.800. (2) The reactants are [N:1]1([C:6]2[CH:11]=[CH:10][C:9]([C:12](O)([CH2:14][CH:15]([C:20]3[CH:25]=[C:24]([Cl:26])[CH:23]=[C:22]([Cl:27])[CH:21]=3)[C:16]([F:19])([F:18])[F:17])[CH3:13])=[CH:8][CH:7]=2)[CH:5]=[N:4][CH:3]=[N:2]1.C1(C)C=CC(S(O)(=O)=O)=CC=1. The catalyst is C1(C)C=CC=CC=1. The product is [Cl:26][C:24]1[CH:25]=[C:20]([CH:15]([C:16]([F:17])([F:19])[F:18])/[CH:14]=[C:12](/[C:9]2[CH:10]=[CH:11][C:6]([N:1]3[CH:5]=[N:4][CH:3]=[N:2]3)=[CH:7][CH:8]=2)\[CH3:13])[CH:21]=[C:22]([Cl:27])[CH:23]=1. The yield is 0.310. (3) The reactants are [F:1][C:2]([F:8])([F:7])[CH2:3][C:4](O)=[O:5].CCN=C=NCCCN(C)C.Cl.C1C=CC2N(O)N=NC=2C=1.O.C(N(CC)CC)C.Cl.[NH:40]([C:42]([C@H:44]1[CH2:49][CH2:48][C@H:47]([C:50]([O:52][CH3:53])=[O:51])[CH2:46][CH2:45]1)=[O:43])[NH2:41]. The catalyst is CC#N. The product is [F:1][C:2]([F:8])([F:7])[CH2:3][C:4]([NH:41][NH:40][C:42]([C@H:44]1[CH2:45][CH2:46][C@H:47]([C:50]([O:52][CH3:53])=[O:51])[CH2:48][CH2:49]1)=[O:43])=[O:5]. The yield is 0.840. (4) The product is [F:19][C:2]([F:1])([F:18])[C:3]([N:5]1[CH2:11][CH2:10][C:9]2[CH:12]=[C:13]([OH:16])[CH:14]=[CH:15][C:8]=2[CH2:7][CH2:6]1)=[O:4]. The catalyst is ClCCl. The yield is 0.910. The reactants are [F:1][C:2]([F:19])([F:18])[C:3]([N:5]1[CH2:11][CH2:10][C:9]2[CH:12]=[C:13]([O:16]C)[CH:14]=[CH:15][C:8]=2[CH2:7][CH2:6]1)=[O:4].B(Br)(Br)Br. (5) The reactants are [Cl:1][C:2]1[N:10]([CH2:11][CH:12]=[CH2:13])[C:9]2[C:8](=[O:14])[NH:7][C:6](=[O:15])[N:5]([CH2:16][O:17][CH2:18][CH2:19][O:20][CH3:21])[C:4]=2[N:3]=1.[C:22](=O)([O-])[O-].[Na+].[Na+].CI. The catalyst is CN(C=O)C. The product is [Cl:1][C:2]1[N:10]([CH2:11][CH:12]=[CH2:13])[C:9]2[C:8](=[O:14])[N:7]([CH3:22])[C:6](=[O:15])[N:5]([CH2:16][O:17][CH2:18][CH2:19][O:20][CH3:21])[C:4]=2[N:3]=1. The yield is 0.850. (6) The reactants are [F:1][C:2]1[CH:3]=[C:4]([C:22]2[C:23]([C:28]#[N:29])=[CH:24][CH:25]=[CH:26][CH:27]=2)[CH:5]=[CH:6][C:7]=1[CH2:8][C:9]1[C:10](=[O:21])[NH:11][C:12]2[N:13]([N:18]=[CH:19][N:20]=2)[C:14]=1[CH2:15][CH2:16][CH3:17].Cl[CH2:31][O:32][CH3:33].C(=O)([O-])[O-].[K+].[K+].CN(C)C=O. The catalyst is C(OCC)(=O)C. The yield is 0.690. The product is [CH3:31][O:32][CH2:33][N:11]1[C:10](=[O:21])[C:9]([CH2:8][C:7]2[CH:6]=[CH:5][C:4]([C:22]3[C:23]([C:28]#[N:29])=[CH:24][CH:25]=[CH:26][CH:27]=3)=[CH:3][C:2]=2[F:1])=[C:14]([CH2:15][CH2:16][CH3:17])[N:13]2[N:18]=[CH:19][N:20]=[C:12]12. (7) The reactants are [Cl-].O[NH3+:3].[C:4](=[O:7])([O-])[OH:5].[Na+].CS(C)=O.[Si]([O:20][CH2:21][C:22]([CH3:58])([CH3:57])[O:23][C:24]1[CH:29]=[CH:28][C:27]([C:30]2[C:35](=[O:36])[N:34]([CH2:37][C:38]3[CH:43]=[CH:42][C:41]([C:44]4[C:45]([C:50]#[N:51])=[CH:46][CH:47]=[CH:48][CH:49]=4)=[CH:40][C:39]=3[F:52])[C:33]([CH2:53][CH2:54][CH3:55])=[N:32][C:31]=2[CH3:56])=[CH:26][CH:25]=1)(C(C)(C)C)(C)C. The catalyst is C(OCC)(=O)C. The product is [F:52][C:39]1[CH:40]=[C:41]([C:44]2[CH:49]=[CH:48][CH:47]=[CH:46][C:45]=2[C:50]2[NH:3][C:4](=[O:7])[O:5][N:51]=2)[CH:42]=[CH:43][C:38]=1[CH2:37][N:34]1[C:35](=[O:36])[C:30]([C:27]2[CH:28]=[CH:29][C:24]([O:23][C:22]([CH3:58])([CH3:57])[CH2:21][OH:20])=[CH:25][CH:26]=2)=[C:31]([CH3:56])[N:32]=[C:33]1[CH2:53][CH2:54][CH3:55]. The yield is 0.680.